The task is: Predict the product of the given reaction.. This data is from Forward reaction prediction with 1.9M reactions from USPTO patents (1976-2016). (1) Given the reactants [CH3:1][O:2][C:3]1[CH:4]=[C:5]2[C:10](=[CH:11][C:12]=1[O:13][CH3:14])[N:9]=[CH:8][CH:7]=[C:6]2[O:15][C:16]1[CH:22]=[CH:21][C:19]([NH2:20])=[CH:18][CH:17]=1.ClC(Cl)(O[C:27](=[O:33])[O:28][C:29](Cl)(Cl)Cl)Cl.[CH3:35][O:36][C:37]1[CH:38]=[C:39](CO)[CH:40]=[CH:41][CH:42]=1.C(=O)(O)[O-].[Na+], predict the reaction product. The product is: [CH3:1][O:2][C:3]1[CH:4]=[C:5]2[C:10](=[CH:11][C:12]=1[O:13][CH3:14])[N:9]=[CH:8][CH:7]=[C:6]2[O:15][C:16]1[CH:22]=[CH:21][C:19]([NH:20][C:27](=[O:33])[O:28][CH2:29][C:41]2[CH:40]=[CH:39][CH:38]=[C:37]([O:36][CH3:35])[CH:42]=2)=[CH:18][CH:17]=1. (2) Given the reactants [C:1]([C:4]1[O:5][C:6]2[CH:12]=[CH:11][CH:10]=[CH:9][C:7]=2[CH:8]=1)(=[O:3])[CH3:2].[F:13][C:14]([F:27])([F:26])[C:15]([F:25])([F:24])[C:16]([F:23])([F:22])[C:17](OCC)=[O:18], predict the reaction product. The product is: [O:5]1[C:6]2[CH:12]=[CH:11][CH:10]=[CH:9][C:7]=2[CH:8]=[C:4]1[C:1](=[O:3])[CH2:2][C:17](=[O:18])[C:16]([F:22])([F:23])[C:15]([F:24])([F:25])[C:14]([F:27])([F:26])[F:13]. (3) Given the reactants [CH2:1]([N:5]([CH2:20][CH2:21][CH2:22][CH3:23])[C:6]1[CH:11]=[CH:10][C:9]([CH:12]=[CH:13][CH:14]=[CH:15][CH:16]=O)=[C:8]([O:18][CH3:19])[CH:7]=1)[CH2:2][CH2:3][CH3:4].[C:24]([C:26]1[C:27](=[C:37]([C:40]#[N:41])[C:38]#[N:39])[O:28][C:29]([CH3:36])([C:32]([F:35])([F:34])[F:33])[C:30]=1[CH3:31])#[N:25], predict the reaction product. The product is: [CH2:1]([N:5]([CH2:20][CH2:21][CH2:22][CH3:23])[C:6]1[CH:11]=[CH:10][C:9]([CH:12]=[CH:13][CH:14]=[CH:15][CH:16]=[CH:31][C:30]2[C:29]([CH3:36])([C:32]([F:35])([F:33])[F:34])[O:28][C:27](=[C:37]([C:40]#[N:41])[C:38]#[N:39])[C:26]=2[C:24]#[N:25])=[C:8]([O:18][CH3:19])[CH:7]=1)[CH2:2][CH2:3][CH3:4]. (4) Given the reactants [H-].[Na+].C(OP([CH2:11][C:12]([O:14][CH2:15][CH3:16])=[O:13])(OCC)=O)C.O=[C:18]1[CH2:23][CH2:22][N:21]([C:24]([O:26][C:27]([CH3:30])([CH3:29])[CH3:28])=[O:25])[CH2:20][CH2:19]1, predict the reaction product. The product is: [CH2:15]([O:14][C:12](=[O:13])[CH:11]=[C:18]1[CH2:23][CH2:22][N:21]([C:24]([O:26][C:27]([CH3:30])([CH3:29])[CH3:28])=[O:25])[CH2:20][CH2:19]1)[CH3:16]. (5) Given the reactants [CH:1]1([N:7]=[C:8]=[N:9][CH:10]2[CH2:15][CH2:14][CH2:13][CH2:12][CH2:11]2)[CH2:6][CH2:5][CH2:4][CH2:3][CH2:2]1.CN1C(=[O:22])CCC1, predict the reaction product. The product is: [C:8]([NH:7][CH:1]1[CH2:2][CH2:3][CH2:4][CH2:5][CH2:6]1)([NH:9][CH:10]1[CH2:15][CH2:14][CH2:13][CH2:12][CH2:11]1)=[O:22]. (6) Given the reactants [F:1][C:2]1[CH:7]=[C:6]([N+:8]([O-:10])=[O:9])[CH:5]=[CH:4][C:3]=1[N:11]1[CH2:15][CH2:14][CH2:13][CH:12]1[CH2:16][OH:17].CC(OI1(OC(C)=O)(OC(C)=O)OC(=O)C2C=CC=CC1=2)=O.I([O-])(=O)(=O)=O, predict the reaction product. The product is: [F:1][C:2]1[CH:7]=[C:6]([N+:8]([O-:10])=[O:9])[CH:5]=[CH:4][C:3]=1[N:11]1[CH2:15][CH2:14][CH2:13][CH:12]1[CH:16]=[O:17].